This data is from Human Reference Interactome with 51,813 positive PPI pairs across 8,248 proteins, plus equal number of experimentally-validated negative pairs. The task is: Binary Classification. Given two protein amino acid sequences, predict whether they physically interact or not. (1) Protein 1 (ENSG00000197162) has sequence MGPPLAPRPAHVPGEAGPRRTRESRPGAVSFADVAVYFSPEEWECLRPAQRALYRDVMRETFGHLGALGFSVPKPAFISWVEGEVEAWSPEAQDPDGESSAAFSRGQGQEAGSRDGNEEKERLKKCPKQKEVAHEVAVKEWWPSVACPEFCNPRQSPMNPWLKDTLTRRLPHSCPDCGRNFSYPSLLASHQRVHSGERPFSCGQCQARFSQRRYLLQHQFIHTGEKPYPCPDCGRRFRQRGSLAIHRRAHTGEKPYACSDCKSRFTYPYLLAIHQRKHTGEKPYSCPDCSLRFAYTSLLA.... Result: 1 (the proteins interact). Protein 2 (ENSG00000198467) has sequence MDAIKKKMQMLKLDKENAIDRAEQAEADKKQAEDRCKQLEEEQQALQKKLKGTEDEVEKYSESVKEAQEKLEQAEKKATDAEADVASLNRRIQLVEEELDRAQERLATALQKLEEAEKAADESERGMKVIENRAMKDEEKMELQEMQLKEAKHIAEDSDRKYEEVARKLVILEGELERSEERAEVAESKCGDLEEELKIVTNNLKSLEAQADKYSTKEDKYEEEIKLLEEKLKEAETRAEFAERSVAKLEKTIDDLEETLASAKEENVEIHQTLDQTLLELNNL*MDAIKKKMQMLKLDK.... (2) Protein 1 (ENSG00000116455) has sequence MRKETPPPLVPPAAREWNLPPNAPACMERQLEAARYRSDGALLLGASSLSGRCWAGSLWLFKDPCAAPNEGFCSAGVQTEAGVADLTWVGERGILVASDSGAVELWELDENETLIVSKFCKYEHDDIVSTVSVLSSGTQAVSGSKDICIKVWDLAQQVVLSSYRAHAAQVTCVAASPHKDSVFLSCSEDNRILLWDTRCPKPASQIGCSAPGYLPTSLAWHPQQSEVFVFGDENGTVSLVDTKSTSCVLSSAVHSQCVTGLVFSPHSVPFLASLSEDCSLAVLDSSLSELFRSQAHRDFV.... Protein 2 (ENSG00000165724) has sequence MTDFKLGIVRLGRVAGKTKYTLIDEQDIPLVESYSFEARMEVDADGNGAKIFAYAFDKNRGRGSGRLLHELLWERHRGGVAPGFQVVHLNAVTVDNRLDNLQLVPWGWRPKAEETSSKQREQSLYWLAIQQLPTDPIEEQFPVLNVTRYYNANGDVVEEEENSCTYYECHYPPCTVIEKQLREFNICGRCQVARYCGSQCQQKDWPAHKKHCRERKRPFQHELEPER*. Result: 1 (the proteins interact).